This data is from Reaction yield outcomes from USPTO patents with 853,638 reactions. The task is: Predict the reaction yield, written as a fraction of the theoretical maximum amount of product (1.0 means a 100% yield; for example, 0.34 means a 34% yield). (1) The reactants are [Br:1][C:2]1[CH:3]=[C:4]([C:7]([OH:9])=[O:8])[S:5][CH:6]=1.S(Cl)(Cl)=O.[CH3:14]O. No catalyst specified. The product is [CH3:14][O:8][C:7]([C:4]1[S:5][CH:6]=[C:2]([Br:1])[CH:3]=1)=[O:9]. The yield is 0.950. (2) The reactants are [C:1]1([S:11]([N:14]2[CH2:19][CH:18]3[CH:16]([CH:17]3[NH:20][C:21]3[N:26]=CC(C(OCC)=O)=[CH:23][N:22]=3)[CH2:15]2)(=[O:13])=[O:12])[C:10]2[C:5](=[CH:6][CH:7]=[CH:8][CH:9]=2)[CH:4]=[CH:3][CH:2]=1.[OH-:32].[Na+].Cl.[CH2:35]1[CH2:39][O:38]C[CH2:36]1. The catalyst is CO. The product is [CH:10]1[C:5]2[C:4](=[CH:9][CH:8]=[CH:7][CH:6]=2)[CH:3]=[CH:2][C:1]=1[S:11]([N:14]1[CH2:19][CH:18]2[CH:16]([CH:17]2[NH:20][C:21]2[N:26]=[CH:36][C:35]([C:39]([OH:38])=[O:32])=[CH:23][N:22]=2)[CH2:15]1)(=[O:13])=[O:12]. The yield is 0.880. (3) The reactants are [C:1]1([OH:11])[C:10]2[C:5](=[CH:6][CH:7]=[CH:8][CH:9]=2)[CH:4]=[CH:3][CH:2]=1.[CH2:12]([O:15][C:16]1[C:23]([O:24][CH3:25])=[CH:22][C:19]([CH:20]=O)=[CH:18][C:17]=1[Br:26])[CH:13]=[CH2:14].[C:27](#[N:31])[CH2:28][C:29]#[N:30].N1CCCCC1. The catalyst is C(O)C.O. The product is [NH2:31][C:27]1[O:11][C:1]2[C:2]([CH:20]([C:19]3[CH:22]=[C:23]([O:24][CH3:25])[C:16]([O:15][CH2:12][CH:13]=[CH2:14])=[C:17]([Br:26])[CH:18]=3)[C:28]=1[C:29]#[N:30])=[CH:3][CH:4]=[C:5]1[CH:6]=[CH:7][CH:8]=[CH:9][C:10]=21. The yield is 0.800. (4) The reactants are [Br:1][C:2]1[C:3]([OH:13])=[C:4]([C:10](=[O:12])[CH3:11])[CH:5]=[C:6]([Cl:9])[C:7]=1F.[C-:14]#[N:15].[K+].I[CH3:18].C(=O)([O-])[O-].[K+].[K+]. The catalyst is CN(C)C=O.C(OCC)(=O)C. The product is [C:10]([C:4]1[CH:5]=[C:6]([Cl:9])[C:7]([C:14]#[N:15])=[C:2]([Br:1])[C:3]=1[O:13][CH3:18])(=[O:12])[CH3:11]. The yield is 0.750. (5) The reactants are [C:1]([O:5][C:6]([N:8]1[CH2:13][CH2:12][C@@H:11]([CH3:14])[C@@H:10]([C:15](=O)[NH:16][CH2:17][C:18]2[N:19]=[C:20]3[CH:26]=[CH:25][N:24]([S:27]([C:30]4[CH:36]=[CH:35][C:33]([CH3:34])=[CH:32][CH:31]=4)(=[O:29])=[O:28])[C:21]3=[N:22][CH:23]=2)[CH2:9]1)=[O:7])([CH3:4])([CH3:3])[CH3:2].COC1C=CC(P2(SP(C3C=CC(OC)=CC=3)(=S)S2)=S)=CC=1. The catalyst is O1CCOCC1.FC(F)(F)C([O-])=O.[Hg+2].FC(F)(F)C([O-])=O. The product is [CH3:14][C@@H:11]1[CH2:12][CH2:13][N:8]([C:6]([O:5][C:1]([CH3:3])([CH3:4])[CH3:2])=[O:7])[CH2:9][C@@H:10]1[C:15]1[N:19]2[C:20]3[CH:26]=[CH:25][N:24]([S:27]([C:30]4[CH:31]=[CH:32][C:33]([CH3:34])=[CH:35][CH:36]=4)(=[O:28])=[O:29])[C:21]=3[N:22]=[CH:23][C:18]2=[CH:17][N:16]=1. The yield is 0.790. (6) The reactants are [Br:1][C:2]1[CH:10]=[CH:9][C:5]([C:6]([OH:8])=O)=[CH:4][C:3]=1[CH3:11].C(Cl)(=O)C(Cl)=O.C(N(C(C)C)C(C)C)C.[Cl:27][C:28]1[CH:33]=[CH:32][C:31]([CH2:34][CH2:35][NH2:36])=[CH:30][CH:29]=1. The catalyst is ClCCl.CN(C=O)C.CCOC(C)=O. The product is [Br:1][C:2]1[CH:10]=[CH:9][C:5]([C:6]([NH:36][CH2:35][CH2:34][C:31]2[CH:32]=[CH:33][C:28]([Cl:27])=[CH:29][CH:30]=2)=[O:8])=[CH:4][C:3]=1[CH3:11]. The yield is 0.488.